From a dataset of Reaction yield outcomes from USPTO patents with 853,638 reactions. Predict the reaction yield, written as a fraction of the theoretical maximum amount of product (1.0 means a 100% yield; for example, 0.34 means a 34% yield). (1) The reactants are [C:1]1([C:7]([OH:9])=[O:8])([C:4](O)=[O:5])[CH2:3][CH2:2]1.S(Cl)(Cl)=O.[F:14][C:15]1[CH:21]=[CH:20][CH:19]=[CH:18][C:16]=1[NH2:17].[OH-].[Na+]. The catalyst is O1CCCC1.C(N(CC)CC)C. The product is [F:14][C:15]1[CH:21]=[CH:20][CH:19]=[CH:18][C:16]=1[NH:17][C:4]([C:1]1([C:7]([OH:9])=[O:8])[CH2:3][CH2:2]1)=[O:5]. The yield is 0.540. (2) The reactants are [C:1]([NH:9][CH:10]([C:16](=[O:18])[CH3:17])[CH2:11][C:12]([O:14][CH3:15])=[O:13])(=O)[C:2]1[CH:7]=[CH:6][CH:5]=[CH:4][CH:3]=1.C(=O)([O-])[O-].[Na+].[Na+]. The product is [CH3:17][C:16]1[O:18][C:1]([C:2]2[CH:3]=[CH:4][CH:5]=[CH:6][CH:7]=2)=[N:9][C:10]=1[CH2:11][C:12]([O:14][CH3:15])=[O:13]. The yield is 0.977. The catalyst is C1(C)C=CC=CC=1.O. (3) The reactants are Br[C:2]1[CH:7]=[CH:6][C:5]([CH3:8])=[CH:4][CH:3]=1.C([Li])CCC.CCCCCC.[NH2:20][C:21]1[C:22]([CH3:35])=[C:23]([CH3:34])[C:24]2[O:28][C:27]([CH3:30])([CH3:29])[C:26](=[O:31])[C:25]=2[C:32]=1[CH3:33]. The catalyst is C1COCC1.O. The product is [NH2:20][C:21]1[C:22]([CH3:35])=[C:23]([CH3:34])[C:24]2[O:28][C:27]([CH3:29])([CH3:30])[C:26]([C:2]3[CH:7]=[CH:6][C:5]([CH3:8])=[CH:4][CH:3]=3)([OH:31])[C:25]=2[C:32]=1[CH3:33]. The yield is 0.650.